This data is from Forward reaction prediction with 1.9M reactions from USPTO patents (1976-2016). The task is: Predict the product of the given reaction. (1) Given the reactants C([C:8]1[CH:9]=[N:10][C:11]2[C:16]([C:17]=1Cl)=[CH:15][CH:14]=[CH:13][C:12]=2[C:19]([F:22])([F:21])[F:20])C1C=CC=CC=1.[OH:23][CH2:24][C:25]1[CH:26]=[C:27](B(O)O)[CH:28]=[CH:29][CH:30]=1, predict the reaction product. The product is: [F:20][C:19]([F:21])([F:22])[C:12]1[CH:13]=[CH:14][CH:15]=[C:16]2[C:11]=1[N:10]=[CH:9][CH:8]=[C:17]2[C:29]1[CH:30]=[C:25]([CH2:24][OH:23])[CH:26]=[CH:27][CH:28]=1. (2) Given the reactants [NH2:1][CH2:2][C@@H:3]1[O:7][C:6](=[O:8])[N:5]([C:9]2[CH:22]=[CH:21][C:12]3[C:13]4[O:14][N:15]=[CH:16][C:17]=4[CH2:18][CH2:19][CH2:20][C:11]=3[CH:10]=2)[CH2:4]1.C(N(CC)CC)C.Cl[C:31]([O:33][CH2:34][CH3:35])=[O:32], predict the reaction product. The product is: [CH2:34]([O:33][C:31](=[O:32])[NH:1][CH2:2][C@@H:3]1[O:7][C:6](=[O:8])[N:5]([C:9]2[CH:22]=[CH:21][C:12]3[C:13]4[O:14][N:15]=[CH:16][C:17]=4[CH2:18][CH2:19][CH2:20][C:11]=3[CH:10]=2)[CH2:4]1)[CH3:35]. (3) Given the reactants [N:1]1([C:10]([O:12][CH2:13][C:14]2[CH:19]=[CH:18][CH:17]=[CH:16][CH:15]=2)=[O:11])[CH2:5][CH2:4][CH:3]([C:6]([O:8][CH3:9])=[O:7])[CH2:2]1.[CH3:20][Si]([N-][Si](C)(C)C)(C)C.[Li+].CI.[Cl-].[NH4+], predict the reaction product. The product is: [CH3:20][C:3]1([C:6]([O:8][CH3:9])=[O:7])[CH2:4][CH2:5][N:1]([C:10]([O:12][CH2:13][C:14]2[CH:19]=[CH:18][CH:17]=[CH:16][CH:15]=2)=[O:11])[CH2:2]1.